From a dataset of Full USPTO retrosynthesis dataset with 1.9M reactions from patents (1976-2016). Predict the reactants needed to synthesize the given product. Given the product [CH2:27]([O:26][C:25]([NH:8][C@@H:7]([C:9]([NH:11][C@H:12]([C:18]([OH:20])=[O:19])[CH2:13][C:14]([CH3:17])([CH3:16])[CH3:15])=[O:10])[CH2:6][C:2]([CH3:5])([CH3:3])[CH3:4])=[O:21])[C:28]1[CH:9]=[CH:7][CH:6]=[CH:2][CH:3]=1, predict the reactants needed to synthesize it. The reactants are: Cl.[C:2]([CH2:6][C@H:7]([C:9]([NH:11][C@H:12]([C:18]([OH:20])=[O:19])[CH2:13][C:14]([CH3:17])([CH3:16])[CH3:15])=[O:10])[NH2:8])([CH3:5])([CH3:4])[CH3:3].[OH2:21].CN1[CH2:28][CH2:27][O:26][CH2:25]C1.